The task is: Regression. Given a peptide amino acid sequence and an MHC pseudo amino acid sequence, predict their binding affinity value. This is MHC class II binding data.. This data is from Peptide-MHC class II binding affinity with 134,281 pairs from IEDB. (1) The MHC is DRB1_1101 with pseudo-sequence DRB1_1101. The peptide sequence is YDWFLANVSTVLTGK. The binding affinity (normalized) is 0.669. (2) The peptide sequence is ISEAGQAMASTEGNV. The MHC is DRB1_0404 with pseudo-sequence DRB1_0404. The binding affinity (normalized) is 0.181. (3) The peptide sequence is AFIYKLLELLAERDD. The MHC is HLA-DPA10103-DPB10401 with pseudo-sequence HLA-DPA10103-DPB10401. The binding affinity (normalized) is 0.398. (4) The peptide sequence is INEPTPAAIAYGLDR. The MHC is HLA-DQA10401-DQB10402 with pseudo-sequence HLA-DQA10401-DQB10402. The binding affinity (normalized) is 0.344. (5) The peptide sequence is QQDLELSWNLNGLQAY. The MHC is DRB1_1302 with pseudo-sequence DRB1_1302. The binding affinity (normalized) is 0.553. (6) The peptide sequence is IPKGDFLTGPLNFTG. The MHC is HLA-DQA10301-DQB10302 with pseudo-sequence HLA-DQA10301-DQB10302. The binding affinity (normalized) is 0.103. (7) The peptide sequence is KLALGGSIAVKITEH. The MHC is DRB1_0401 with pseudo-sequence DRB1_0401. The binding affinity (normalized) is 0.536.